From a dataset of Full USPTO retrosynthesis dataset with 1.9M reactions from patents (1976-2016). Predict the reactants needed to synthesize the given product. (1) Given the product [NH:27]1[CH:28]=[CH:29][N:30]=[C:26]1[CH2:25][N:17]([CH2:16][C:13]1[CH:14]=[CH:15][C:10]([S:7]([NH:6][CH2:5][CH2:4][CH2:3][CH2:2][NH:32][CH2:31][CH:35]([CH3:36])[CH3:39])(=[O:9])=[O:8])=[CH:11][CH:12]=1)[CH2:18][C:19]1[N:20]([CH3:24])[CH:21]=[CH:22][N:23]=1, predict the reactants needed to synthesize it. The reactants are: N[CH2:2][CH2:3][CH2:4][CH2:5][NH:6][S:7]([C:10]1[CH:15]=[CH:14][C:13]([CH2:16][N:17]([CH2:25][C:26]2[NH:27][CH:28]=[CH:29][N:30]=2)[CH2:18][C:19]2[N:20]([CH3:24])[CH:21]=[CH:22][N:23]=2)=[CH:12][CH:11]=1)(=[O:9])=[O:8].[C:31]([BH3-])#[N:32].[Na+].[C:35](O)(=O)[CH3:36].[CH3:39]O. (2) Given the product [CH3:1][N:2]1[C:6]([CH3:7])=[C:5]([NH:8][C:9]([O:11][C@@H:12]([C:14]2[CH:19]=[CH:18][CH:17]=[CH:16][CH:15]=2)[CH3:13])=[O:10])[C:4]([C:20]2[CH:21]=[CH:22][C:23]([C:24]([NH:42][C@H:33]([CH2:34][C:35]3[CH:40]=[CH:39][C:38]([F:41])=[CH:37][CH:36]=3)[C:32]([OH:31])=[O:43])=[O:25])=[CH:27][CH:28]=2)=[N:3]1, predict the reactants needed to synthesize it. The reactants are: [CH3:1][N:2]1[C:6]([CH3:7])=[C:5]([NH:8][C:9]([O:11][C@@H:12]([C:14]2[CH:19]=[CH:18][CH:17]=[CH:16][CH:15]=2)[CH3:13])=[O:10])[C:4]([C:20]2[CH:28]=[CH:27][C:23]([C:24](O)=[O:25])=[CH:22][CH:21]=2)=[N:3]1.Cl.C[O:31][C:32](=[O:43])[C@H:33]([NH2:42])[CH2:34][C:35]1[CH:40]=[CH:39][C:38]([F:41])=[CH:37][CH:36]=1. (3) Given the product [C:11]([C:9]1[CH:10]=[C:5]([NH:4][S:55]([CH2:52][CH2:53][CH3:54])(=[O:57])=[O:56])[C:6]([O:43][CH3:44])=[C:7]([NH:15][C:16]([C:18]2[N:19]([CH3:42])[C:20]3[C:25]([CH:26]=2)=[CH:24][CH:23]=[CH:22][C:21]=3[CH2:27][N:28]2[CH2:29][CH2:30][N:31]([C:34]([C@@H:36]3[CH2:40][CH2:39][CH2:38][N:37]3[CH3:41])=[O:35])[CH2:32][CH2:33]2)=[O:17])[CH:8]=1)([CH3:12])([CH3:13])[CH3:14], predict the reactants needed to synthesize it. The reactants are: Cl.Cl.Cl.[NH2:4][C:5]1[C:6]([O:43][CH3:44])=[C:7]([NH:15][C:16]([C:18]2[N:19]([CH3:42])[C:20]3[C:25]([CH:26]=2)=[CH:24][CH:23]=[CH:22][C:21]=3[CH2:27][N:28]2[CH2:33][CH2:32][N:31]([C:34]([CH:36]3[CH2:40][CH2:39][CH2:38][N:37]3[CH3:41])=[O:35])[CH2:30][CH2:29]2)=[O:17])[CH:8]=[C:9]([C:11]([CH3:14])([CH3:13])[CH3:12])[CH:10]=1.C(N(CC)CC)C.[CH2:52]([S:55](Cl)(=[O:57])=[O:56])[CH2:53][CH3:54].N1C=CC=CC=1. (4) Given the product [C:1]([C:3]([C:6]1[CH:7]=[C:8]([CH:12]=[CH:13][CH:14]=1)[C:9]([Cl:18])=[O:10])([CH3:5])[CH3:4])#[N:2], predict the reactants needed to synthesize it. The reactants are: [C:1]([C:3]([C:6]1[CH:7]=[C:8]([CH:12]=[CH:13][CH:14]=1)[C:9](O)=[O:10])([CH3:5])[CH3:4])#[N:2].C(Cl)(=O)C([Cl:18])=O. (5) Given the product [CH3:26][C:24]1[CH:23]=[C:19]([CH:18]=[C:17]([CH3:16])[CH:25]=1)[C:20]([N:2]([CH3:1])[C:3]1[CH:4]=[N:5][CH:6]=[CH:7][C:8]=1[C:9]1[CH:14]=[CH:13][CH:12]=[CH:11][C:10]=1[CH3:15])=[O:22], predict the reactants needed to synthesize it. The reactants are: [CH3:1][NH:2][C:3]1[CH:4]=[N:5][CH:6]=[CH:7][C:8]=1[C:9]1[CH:14]=[CH:13][CH:12]=[CH:11][C:10]=1[CH3:15].[CH3:16][C:17]1[CH:18]=[C:19]([CH:23]=[C:24]([CH3:26])[CH:25]=1)[C:20]([OH:22])=O. (6) Given the product [Si:8]([O:31][CH2:30][CH2:29][N:19]1[C@H:28]2[C@@H:23]([CH2:24][CH2:25][CH2:26][CH2:27]2)[NH:22][CH2:21][CH2:20]1)([C:11]([CH3:14])([CH3:13])[CH3:12])([CH3:10])[CH3:9], predict the reactants needed to synthesize it. The reactants are: C(N(CC)CC)C.[Si:8](Cl)([C:11]([CH3:14])([CH3:13])[CH3:12])([CH3:10])[CH3:9].C(Cl)Cl.[N:19]1([CH2:29][CH2:30][OH:31])[C@H:28]2[C@@H:23]([CH2:24][CH2:25][CH2:26][CH2:27]2)[NH:22][CH2:21][CH2:20]1. (7) Given the product [Br:2][P:1]([Br:4])[C:10]1[CH:11]=[CH:12][C:7]([O:6][CH3:5])=[CH:8][C:9]=1[O:13][CH3:14], predict the reactants needed to synthesize it. The reactants are: [P:1]([Br:4])(Br)[Br:2].[CH3:5][O:6][C:7]1[CH:12]=[CH:11][CH:10]=[C:9]([O:13][CH3:14])[CH:8]=1. (8) The reactants are: [CH2:1]([O:3][C:4]1[CH:9]=[CH:8][C:7]([C:10]2[CH:18]=[CH:17][CH:16]=[C:15]3[C:11]=2[CH2:12][CH2:13][C:14]3=[O:19])=[C:6]([OH:20])[C:5]=1[O:21][CH3:22])[CH3:2].C(=O)([O-])[O-].[K+].[K+].Br[CH2:30][C:31]1([CH2:35][OH:36])[CH2:34][O:33][CH2:32]1. Given the product [CH2:1]([O:3][C:4]1[CH:9]=[CH:8][C:7]([C:10]2[CH:18]=[CH:17][CH:16]=[C:15]3[C:11]=2[CH2:12][CH2:13][C:14]3=[O:19])=[C:6]([O:20][CH2:30][C:31]2([CH2:35][OH:36])[CH2:34][O:33][CH2:32]2)[C:5]=1[O:21][CH3:22])[CH3:2], predict the reactants needed to synthesize it. (9) Given the product [ClH:29].[CH2:23]([O:22][C:19]1[CH:20]=[CH:21][C:16]2[O:15][CH2:14][C:11]3([CH2:10][CH2:9][NH:8][CH2:13][CH2:12]3)[C:17]=2[CH:18]=1)[CH2:24][CH2:25][CH2:26][CH2:27][CH3:28], predict the reactants needed to synthesize it. The reactants are: C([N:8]1[CH2:13][CH2:12][C:11]2([C:17]3[CH:18]=[C:19]([O:22][CH2:23][CH2:24][CH2:25][CH2:26][CH2:27][CH3:28])[CH:20]=[CH:21][C:16]=3[O:15][CH2:14]2)[CH2:10][CH2:9]1)C1C=CC=CC=1.[Cl:29]C(OC(Cl)=O)C.